From a dataset of Full USPTO retrosynthesis dataset with 1.9M reactions from patents (1976-2016). Predict the reactants needed to synthesize the given product. (1) The reactants are: [OH:1][CH2:2][C@@H:3]([NH:8][C:9]([C:11]1[C:12]2[CH2:13][C@H:14]3[CH2:26][C@H:15]3[C:16]=2[N:17]([C:19]2[CH:24]=[C:23](Br)[CH:22]=[CH:21][N:20]=2)[N:18]=1)=[O:10])[C:4]([CH3:7])([CH3:6])[CH3:5].C[C:28]([N:30](C)C)=O. Given the product [OH:1][CH2:2][C@@H:3]([NH:8][C:9]([C:11]1[C:12]2[CH2:13][C@H:14]3[CH2:26][C@H:15]3[C:16]=2[N:17]([C:19]2[CH:24]=[C:23]([C:28]#[N:30])[CH:22]=[CH:21][N:20]=2)[N:18]=1)=[O:10])[C:4]([CH3:7])([CH3:6])[CH3:5], predict the reactants needed to synthesize it. (2) Given the product [Br:1][C:2]1[CH:3]=[N:4][C:5]2[N:6]([N:8]=[C:9]([C:11]([N:21]3[CH2:22][CH2:23][C:17]4[CH:16]=[CH:15][S:14][C:18]=4[CH2:19][CH2:20]3)=[O:13])[CH:10]=2)[CH:7]=1, predict the reactants needed to synthesize it. The reactants are: [Br:1][C:2]1[CH:3]=[N:4][C:5]2[N:6]([N:8]=[C:9]([C:11]([OH:13])=O)[CH:10]=2)[CH:7]=1.[S:14]1[C:18]2[CH2:19][CH2:20][NH:21][CH2:22][CH2:23][C:17]=2[CH:16]=[CH:15]1. (3) Given the product [CH3:1][O:2][C:3]([C@@H:5]1[CH2:9][C@H:8]([O:10][C:23]2[CH:22]=[CH:21][CH:20]=[C:19]([Cl:18])[CH:24]=2)[CH2:7][N:6]1[C:11]([O:13][C:14]([CH3:17])([CH3:16])[CH3:15])=[O:12])=[O:4], predict the reactants needed to synthesize it. The reactants are: [CH3:1][O:2][C:3]([C@@H:5]1[CH2:9][C@@H:8]([OH:10])[CH2:7][N:6]1[C:11]([O:13][C:14]([CH3:17])([CH3:16])[CH3:15])=[O:12])=[O:4].[Cl:18][C:19]1[CH:20]=[C:21](O)[CH:22]=[CH:23][CH:24]=1.C1(P(C2C=CC=CC=2)C2C=CC=CC=2)C=CC=CC=1.CC(OC(/N=N/C(OC(C)C)=O)=O)C. (4) The reactants are: [H-].[Na+].[F:3][C:4]([F:8])([CH3:7])[CH2:5][OH:6].Cl[C:10]1[C:15]([C:16]#[N:17])=[CH:14][N:13]=[CH:12][N:11]=1. Given the product [F:3][C:4]([F:8])([CH3:7])[CH2:5][O:6][C:10]1[C:15]([C:16]#[N:17])=[CH:14][N:13]=[CH:12][N:11]=1, predict the reactants needed to synthesize it.